This data is from Full USPTO retrosynthesis dataset with 1.9M reactions from patents (1976-2016). The task is: Predict the reactants needed to synthesize the given product. (1) Given the product [C:1]([O:9][CH2:10][C@:11]12[CH2:44][CH2:43][C@@H:42]([C:45]([CH3:47])=[CH2:46])[C@@H:12]1[C@@H:13]1[C@@:26]([CH3:29])([CH2:27][CH2:28]2)[C@@:25]2([CH3:30])[C@@H:16]([C@:17]3([CH3:41])[C@@H:22]([CH2:23][CH2:24]2)[C:21]([CH3:31])([CH3:32])[C:20]([C:65]2[CH:66]=[CH:67][C:62]([C:60]([O:59][C:55]([CH3:58])([CH3:57])[CH3:56])=[O:61])=[CH:63][CH:64]=2)=[CH:19][CH2:18]3)[CH2:15][CH2:14]1)(=[O:8])[C:2]1[CH:7]=[CH:6][CH:5]=[CH:4][CH:3]=1, predict the reactants needed to synthesize it. The reactants are: [C:1]([O:9][CH2:10][C@:11]12[CH2:44][CH2:43][C@@H:42]([C:45]([CH3:47])=[CH2:46])[C@@H:12]1[C@@H:13]1[C@@:26]([CH3:29])([CH2:27][CH2:28]2)[C@@:25]2([CH3:30])[C@@H:16]([C@:17]3([CH3:41])[C@@H:22]([CH2:23][CH2:24]2)[C:21]([CH3:32])([CH3:31])[C:20](OS(C(F)(F)F)(=O)=O)=[CH:19][CH2:18]3)[CH2:15][CH2:14]1)(=[O:8])[C:2]1[CH:7]=[CH:6][CH:5]=[CH:4][CH:3]=1.O.C(=O)([O-])[O-].[Na+].[Na+].[C:55]([O:59][C:60]([C:62]1[CH:67]=[CH:66][C:65](B(O)O)=[CH:64][CH:63]=1)=[O:61])([CH3:58])([CH3:57])[CH3:56].C(=O)([O-])[O-].[K+].[K+].P([O-])([O-])([O-])=O.[K+].[K+].[K+]. (2) Given the product [CH2:24]([O:23][C@H:20]([C:19]([CH3:32])([CH3:31])[CH2:18][O:17][S:14]([CH2:1][CH2:2][CH2:3][S:4]([O:7][C:8]1[CH:9]=[CH:10][CH:11]=[CH:12][CH:13]=1)(=[O:6])=[O:5])(=[O:15])=[O:16])[C:21]([OH:35])=[O:22])[C:25]1[CH:26]=[CH:27][CH:28]=[CH:29][CH:30]=1, predict the reactants needed to synthesize it. The reactants are: [CH2:1]([S:14]([O:17][CH2:18][C:19]([CH3:32])([CH3:31])[C@@H:20]([O:23][CH2:24][C:25]1[CH:30]=[CH:29][CH:28]=[CH:27][CH:26]=1)[CH:21]=[O:22])(=[O:16])=[O:15])[CH2:2][CH2:3][S:4]([O:7][C:8]1[CH:13]=[CH:12][CH:11]=[CH:10][CH:9]=1)(=[O:6])=[O:5].CC(C)=[O:35]. (3) Given the product [F:22][C:2]([F:1])([C:12]([F:20])([F:21])[C:13]([F:18])([F:19])[C:14]([F:15])([F:16])[F:17])[CH2:3][CH2:4][Si:5]([Br:26])([CH:9]([CH3:11])[CH3:10])[CH:6]([CH3:8])[CH3:7], predict the reactants needed to synthesize it. The reactants are: [F:1][C:2]([F:22])([C:12]([F:21])([F:20])[C:13]([F:19])([F:18])[C:14]([F:17])([F:16])[F:15])[CH2:3][CH2:4][SiH:5]([CH:9]([CH3:11])[CH3:10])[CH:6]([CH3:8])[CH3:7].C([Br:26])C=C. (4) Given the product [CH3:18][C:19]1[CH:26]=[CH:25][CH:24]=[C:23]([CH3:27])[C:20]=1[CH2:21][O:1][C:2]1[CH:3]=[C:4]([CH2:9][C:10]#[N:11])[CH:5]=[CH:6][C:7]=1[CH3:8], predict the reactants needed to synthesize it. The reactants are: [OH:1][C:2]1[CH:3]=[C:4]([CH2:9][C:10]#[N:11])[CH:5]=[CH:6][C:7]=1[CH3:8].C([O-])([O-])=O.[K+].[K+].[CH3:18][C:19]1[CH:26]=[CH:25][CH:24]=[C:23]([CH3:27])[C:20]=1[CH2:21]Cl. (5) Given the product [Cl:20][C:19]1[C:18]2[C:13](=[CH:14][CH:15]=[C:16]([C:21]([C:23]3[N:27]([CH3:28])[C:26]([CH3:29])=[N:25][CH:24]=3)([C:30]3[N:34]([CH3:35])[C:33]([CH3:36])=[N:32][CH:31]=3)[OH:22])[CH:17]=2)[N:12]=[C:11]([O:37][CH3:38])[C:10]=1[CH2:9][OH:8], predict the reactants needed to synthesize it. The reactants are: [Si]([O:8][CH2:9][C:10]1[C:11]([O:37][CH3:38])=[N:12][C:13]2[C:18]([C:19]=1[Cl:20])=[CH:17][C:16]([C:21]([C:30]1[N:34]([CH3:35])[C:33]([CH3:36])=[N:32][CH:31]=1)([C:23]1[N:27]([CH3:28])[C:26]([CH3:29])=[N:25][CH:24]=1)[OH:22])=[CH:15][CH:14]=2)(C(C)(C)C)(C)C.FC(F)(F)C(O)=O. (6) The reactants are: [CH2:1]([N:3]([CH2:6][CH3:7])[CH2:4][CH3:5])[CH3:2].CS(Cl)(=O)=[O:10].[Cl-].C(OC([NH:24][C@H:25]1[CH2:30][CH2:29][C@H:28]([C:31]([N:33]2[CH2:41][C:40]3[C:35](=[CH:36]C=[C:38](CO)[CH:39]=3)[CH2:34]2)=[O:32])[CH2:27][CH2:26]1)=O)C1C=CC=CC=1. Given the product [O:10]1[CH2:5][CH2:4][N:3]([CH2:6][C:7]2[CH:36]=[C:35]3[C:40](=[CH:39][CH:38]=2)[CH2:41][N:33]([C:31]([C@H:28]2[CH2:27][CH2:26][C@H:25]([NH2:24])[CH2:30][CH2:29]2)=[O:32])[CH2:34]3)[CH2:1][CH2:2]1, predict the reactants needed to synthesize it.